This data is from Full USPTO retrosynthesis dataset with 1.9M reactions from patents (1976-2016). The task is: Predict the reactants needed to synthesize the given product. (1) Given the product [Br:8][C:9]1[CH:21]=[CH:20][C:12]([C:13]2[NH:2][N:17]=[CH:16][N:15]=2)=[CH:11][CH:10]=1, predict the reactants needed to synthesize it. The reactants are: O.[NH2:2]N.C(O)(=O)C.[Br:8][C:9]1[CH:21]=[CH:20][C:12]([C:13](/[N:15]=[CH:16]/[N:17](C)C)=O)=[CH:11][CH:10]=1. (2) Given the product [CH3:16][C:4]1[CH:5]=[C:6]([O:8][CH2:9][CH:10]2[CH2:15][CH2:14][O:13][CH2:12][CH2:11]2)[CH:7]=[C:2]([CH3:1])[C:3]=1[C:17]1[CH:22]=[CH:21][CH:20]=[C:19]([CH2:23][O:24][C:25]2[CH:26]=[CH:27][C:28]([C:31]3([CH2:35][C:36]([OH:38])=[O:37])[CH2:34][O:33][CH2:32]3)=[CH:29][CH:30]=2)[CH:18]=1, predict the reactants needed to synthesize it. The reactants are: [CH3:1][C:2]1[CH:7]=[C:6]([O:8][CH2:9][CH:10]2[CH2:15][CH2:14][O:13][CH2:12][CH2:11]2)[CH:5]=[C:4]([CH3:16])[C:3]=1[C:17]1[CH:22]=[CH:21][CH:20]=[C:19]([CH2:23][O:24][C:25]2[CH:30]=[CH:29][C:28]([C:31]3([CH2:35][C:36]([O:38]CC)=[O:37])[CH2:34][O:33][CH2:32]3)=[CH:27][CH:26]=2)[CH:18]=1.[Li+].[OH-]. (3) Given the product [CH:18]([NH:17][C:13]1[C:12]2[C:8]([C:4]3[CH:3]=[C:2]([N:43]4[CH2:44][CH2:49][O:89][CH2:41][CH2:40]4)[N:7]=[CH:6][N:5]=3)=[N:9][NH:10][C:11]=2[CH:16]=[CH:15][N:14]=1)([CH3:19])[CH3:20], predict the reactants needed to synthesize it. The reactants are: Cl[C:2]1[N:7]=[CH:6][N:5]=[C:4]([C:8]2[C:12]3[C:13]([NH:17][CH:18]([CH3:20])[CH3:19])=[N:14][CH:15]=[CH:16][C:11]=3[N:10](C(C3C=CC=CC=3)(C3C=CC=CC=3)C3C=CC=CC=3)[N:9]=2)[CH:3]=1.[CH:40]([NH:43][C:44]1[C:49]2C([Sn](C)(C)C)=NN(C(C3C=CC=CC=3)(C3C=CC=CC=3)C3C=CC=CC=3)C=2C=CN=1)(C)[CH3:41].ClC1C=C(Cl)N=CN=1.[Li+].[Cl-].C1C[O:89]CC1. (4) Given the product [CH:1]1([NH:4][C:5](=[O:27])[C:6]2[CH:11]=[CH:10][C:9]([CH3:12])=[C:8]([C:13]3[C:24](=[O:25])[N:23]([CH3:26])[C:16]4[N:17]=[C:18]([S:30]([CH3:34])(=[O:32])=[O:29])[N:19]=[CH:20][C:15]=4[CH:14]=3)[CH:7]=2)[CH2:3][CH2:2]1, predict the reactants needed to synthesize it. The reactants are: [CH:1]1([NH:4][C:5](=[O:27])[C:6]2[CH:11]=[CH:10][C:9]([CH3:12])=[C:8]([C:13]3[C:24](=[O:25])[N:23]([CH3:26])[C:16]4[N:17]=[C:18](SC)[N:19]=[CH:20][C:15]=4[CH:14]=3)[CH:7]=2)[CH2:3][CH2:2]1.O[O:29][S:30]([O-:32])=O.[K+].[CH3:34]O.